From a dataset of Full USPTO retrosynthesis dataset with 1.9M reactions from patents (1976-2016). Predict the reactants needed to synthesize the given product. Given the product [Br:41][C:42]1[CH:43]=[C:44]([O:32][CH2:33][CH2:34][N:35]2[CH2:39][CH2:38][CH2:37][C:36]2=[O:40])[CH:45]=[N:46][CH:47]=1, predict the reactants needed to synthesize it. The reactants are: C1(P(C2C=CC=CC=2)C2C=CC=CC=2)C=CC=CC=1.N(C(OCC)=O)=NC(OCC)=O.[OH:32][CH2:33][CH2:34][N:35]1[CH2:39][CH2:38][CH2:37][C:36]1=[O:40].[Br:41][C:42]1[CH:43]=[C:44](O)[CH:45]=[N:46][CH:47]=1.